Dataset: Peptide-MHC class II binding affinity with 134,281 pairs from IEDB. Task: Regression. Given a peptide amino acid sequence and an MHC pseudo amino acid sequence, predict their binding affinity value. This is MHC class II binding data. (1) The peptide sequence is AAGVPPADKYRTFVA. The MHC is HLA-DQA10101-DQB10501 with pseudo-sequence HLA-DQA10101-DQB10501. The binding affinity (normalized) is 0. (2) The peptide sequence is SQDLELSWNLNGLQAY. The MHC is DRB1_0404 with pseudo-sequence DRB1_0404. The binding affinity (normalized) is 0.376. (3) The peptide sequence is YEAFVLHFSEALHII. The MHC is HLA-DQA10501-DQB10201 with pseudo-sequence HLA-DQA10501-DQB10201. The binding affinity (normalized) is 0.611. (4) The peptide sequence is SKRILERESVPSLIK. The MHC is DRB1_0101 with pseudo-sequence DRB1_0101. The binding affinity (normalized) is 0.783. (5) The peptide sequence is MFFSTMKRPSREKQD. The binding affinity (normalized) is 0.354. The MHC is HLA-DQA10301-DQB10302 with pseudo-sequence HLA-DQA10301-DQB10302. (6) The peptide sequence is LSQLQTYMIQFDQYI. The MHC is DRB1_0405 with pseudo-sequence DRB1_0405. The binding affinity (normalized) is 0.609.